From a dataset of Forward reaction prediction with 1.9M reactions from USPTO patents (1976-2016). Predict the product of the given reaction. (1) Given the reactants C([O-])([O-])=O.[Na+].[Na+].[CH3:7][C:8]1[CH:13]=[CH:12][C:11](B(O)O)=[CH:10][CH:9]=1.Br[C:18]1[CH:50]=[CH:49][C:21]([O:22][CH:23]([C:42]2[CH:47]=[CH:46][C:45]([Cl:48])=[CH:44][CH:43]=2)[C@@H:24]([C:28]2[CH:41]=[CH:40][C:31]([C:32]([NH:34][CH2:35][CH2:36][C:37]([OH:39])=[O:38])=[O:33])=[CH:30][CH:29]=2)[CH2:25][CH2:26][CH3:27])=[CH:20][C:19]=1[C:51]#[N:52], predict the reaction product. The product is: [Cl:48][C:45]1[CH:44]=[CH:43][C:42]([C@H:23]([O:22][C:21]2[CH:49]=[CH:50][C:18]([C:11]3[CH:12]=[CH:13][C:8]([CH3:7])=[CH:9][CH:10]=3)=[C:19]([C:51]#[N:52])[CH:20]=2)[C@@H:24]([C:28]2[CH:29]=[CH:30][C:31]([C:32]([NH:34][CH2:35][CH2:36][C:37]([OH:39])=[O:38])=[O:33])=[CH:40][CH:41]=2)[CH2:25][CH2:26][CH3:27])=[CH:47][CH:46]=1. (2) Given the reactants C([Si](C)(C)[O:6][C:7]([C:16]1[CH:21]=[CH:20][C:19]([CH2:22][S:23]([C:26]2[CH:31]=[CH:30][CH:29]=[CH:28][CH:27]=2)(=[O:25])=[O:24])=[CH:18][CH:17]=1)([C:12]([F:15])([F:14])[F:13])[C:8]([F:11])([F:10])[F:9])(C)(C)C.[Li][CH2:35][CH2:36][CH2:37]C.CN1C(=O)N(C)CCC1.C(Br)C=C, predict the reaction product. The product is: [F:15][C:12]([F:14])([F:13])[C:7]([C:16]1[CH:17]=[CH:18][C:19]([CH:22]([S:23]([C:26]2[CH:27]=[CH:28][CH:29]=[CH:30][CH:31]=2)(=[O:24])=[O:25])[CH2:37][CH:36]=[CH2:35])=[CH:20][CH:21]=1)([OH:6])[C:8]([F:10])([F:11])[F:9]. (3) The product is: [CH3:7][C:3]1[C:2]([CH:8]=[O:10])=[N:1][CH:6]=[CH:5][CH:4]=1. Given the reactants [N:1]1[CH:6]=[CH:5][CH:4]=[C:3]([CH3:7])[C:2]=1[CH3:8].[Se](=O)=[O:10], predict the reaction product. (4) Given the reactants C[O:2][C:3]1[NH:4][NH:5][C:6]([S:9]([C:12]2[CH:13]=[C:14]3[C:18](=[CH:19][CH:20]=2)[N:17]([CH2:21][C:22]2[CH:27]=[CH:26][CH:25]=[CH:24][CH:23]=2)[CH:16]=[CH:15]3)(=[O:11])=[O:10])=[CH:7][CH:8]=1.Cl, predict the reaction product. The product is: [CH2:21]([N:17]1[C:18]2[C:14](=[CH:13][C:12]([S:9]([C:6]3[CH:7]=[CH:8][C:3](=[O:2])[NH:4][N:5]=3)(=[O:11])=[O:10])=[CH:20][CH:19]=2)[CH:15]=[CH:16]1)[C:22]1[CH:23]=[CH:24][CH:25]=[CH:26][CH:27]=1. (5) Given the reactants [CH3:1][O:2][C:3]([NH:5][C@H:6]([C:10]([N:12]1[C@@H:16]([CH3:17])[CH2:15][CH2:14][C@H:13]1[C:18]1[NH:22][C:21]2[C:23]3[C:28]([CH:29]=[CH:30][C:20]=2[N:19]=1)=[CH:27][C:26]1[C:31]2[C:36]([CH2:37][O:38][C:25]=1[CH:24]=3)=[CH:35][C:34]([C:39]1[NH:43][C:42]([C@@H:44]3[CH2:48][C@H:47]([CH2:49][O:50][CH3:51])[CH2:46][N:45]3C(OC(C)(C)C)=O)=[N:41][CH:40]=1)=[CH:33][CH:32]=2)=[O:11])[CH:7]([CH3:9])[CH3:8])=[O:4].COC(N[C@@H](C(C)C)C(N1[C@@H](C)CC[C@H]1C1NC2C3C(C=CC=2N=1)=CC1C2C(COC=1C=3)=CC(C1NC([C@@H]3C[C@H](COC)CN3C(=O)[C@@H](NC(=O)[O-])[C@@H](C)CC)=NC=1)=CC=2)=O)=O.[CH3:121][O:122][C:123]([NH:125][C@@H:126]([C@H:130]([CH3:133])[CH2:131][CH3:132])[C:127](O)=[O:128])=[O:124], predict the reaction product. The product is: [CH3:121][O:122][C:123]([NH:125][C@H:126]([C:127]([N:45]1[CH2:46][C@@H:47]([CH2:49][O:50][CH3:51])[CH2:48][C@H:44]1[C:42]1[NH:43][C:39]([C:34]2[CH:35]=[C:36]3[CH2:37][O:38][C:25]4[CH:24]=[C:23]5[C:28]([CH:29]=[CH:30][C:20]6[N:19]=[C:18]([C@@H:13]7[CH2:14][CH2:15][C@H:16]([CH3:17])[N:12]7[C:10](=[O:11])[C@@H:6]([NH:5][C:3](=[O:4])[O:2][CH3:1])[CH:7]([CH3:9])[CH3:8])[NH:22][C:21]=65)=[CH:27][C:26]=4[C:31]3=[CH:32][CH:33]=2)=[CH:40][N:41]=1)=[O:128])[C@@H:130]([CH2:131][CH3:132])[CH3:133])=[O:124].